The task is: Predict the reactants needed to synthesize the given product.. This data is from Full USPTO retrosynthesis dataset with 1.9M reactions from patents (1976-2016). (1) Given the product [Br:36][C:37]1[CH:42]=[CH:41][C:40]([O:43][CH2:61][CH2:60][CH2:59][CH:56]2[CH2:57][CH2:58][N:53]([C:51]3[O:50][N:49]=[C:48]([CH:45]([CH3:46])[CH3:47])[N:52]=3)[CH2:54][CH2:55]2)=[CH:39][C:38]=1[CH3:44], predict the reactants needed to synthesize it. The reactants are: C1(P(C2C=CC=CC=2)C2C=CC=CC=2)C=CC=CC=1.CC(OC(/N=N/C(OC(C)(C)C)=O)=O)(C)C.[Br:36][C:37]1[CH:42]=[CH:41][C:40]([OH:43])=[CH:39][C:38]=1[CH3:44].[CH:45]([C:48]1[N:52]=[C:51]([N:53]2[CH2:58][CH2:57][CH:56]([CH2:59][CH2:60][CH2:61]O)[CH2:55][CH2:54]2)[O:50][N:49]=1)([CH3:47])[CH3:46]. (2) Given the product [CH3:3][C:4]1[C:9]([NH2:10])=[CH:8][CH:7]=[C:6]([S:13]([CH3:16])(=[O:15])=[O:14])[N:5]=1, predict the reactants needed to synthesize it. The reactants are: [Cl-].[NH4+].[CH3:3][C:4]1[C:9]([N+:10]([O-])=O)=[CH:8][CH:7]=[C:6]([S:13]([CH3:16])(=[O:15])=[O:14])[N:5]=1.